This data is from Catalyst prediction with 721,799 reactions and 888 catalyst types from USPTO. The task is: Predict which catalyst facilitates the given reaction. Reactant: Cl.[NH2:2][C:3]1[CH2:8][N:7]([CH3:9])[C:6](=[O:10])[CH2:5][N:4]=1.C(=O)([O-])[O-].[K+].[K+]. Product: [NH2:2][C:3]1[CH2:8][N:7]([CH3:9])[C:6](=[O:10])[CH2:5][N:4]=1. The catalyst class is: 5.